From a dataset of Plasma protein binding rate (PPBR) regression data from AstraZeneca. Regression/Classification. Given a drug SMILES string, predict its absorption, distribution, metabolism, or excretion properties. Task type varies by dataset: regression for continuous measurements (e.g., permeability, clearance, half-life) or binary classification for categorical outcomes (e.g., BBB penetration, CYP inhibition). For this dataset (ppbr_az), we predict Y. (1) The drug is C[C@H](NC(=O)c1cccc2c1N(Cc1ccc(Cl)cc1)CC2)c1ccc(C(=O)O)cc1. The Y is 98.7 %. (2) The drug is Cc1[nH]c2ccc(-c3nnc(SCC(=O)N4CCCc5ccccc54)o3)cc2c1C. The Y is 99.5 %. (3) The molecule is COc1cc2ncc(C(N)=O)c(Nc3cccc(Cl)c3Cl)c2cc1N1CCN(C)CC1. The Y is 95.5 %. (4) The molecule is CN1CCN(C2=Nc3ccccc3Nc3ccc(OS(=O)(=O)C(F)(F)F)cc32)CC1. The Y is 96.4 %. (5) The molecule is COc1c(C)cc(C2(c3cccc(-c4cncnc4)c3)N=C(N)c3c(F)cccc32)nc1C. The Y is 96.6 %. (6) The compound is Cc1c(C)c2c(c(C)c1O)CCC(C)(COc1ccc(CC3SC(=O)NC3=O)cc1)O2. The Y is 99.9 %. (7) The Y is 94.6 %. The compound is O=C(NCC12CC3CC(CC(C3)C1)C2)c1cc(O[C@H]2CCCNC2)ccc1Cl. (8) The compound is CC(=O)Nc1ccc2ccn(-c3cc(NCCN4CCOCC4)n4ncc(C#N)c4n3)c2c1. The Y is 88.8 %. (9) The compound is C#CC[C@@H](C(=O)N[C@H](/C=C/C(=O)OCC)C[C@@H]1CCNC1=O)n1cccc(NC(=O)c2cc(C)on2)c1=O. The Y is 55.7 %. (10) The drug is O=C(O)C(c1ccccc1)N1CCO[C@H](CN2CCC(Oc3ccc(Cl)c(Cl)c3)CC2)C1. The Y is 99.4 %.